This data is from Full USPTO retrosynthesis dataset with 1.9M reactions from patents (1976-2016). The task is: Predict the reactants needed to synthesize the given product. (1) Given the product [N+:8]([C:5]1[C:4]([NH2:11])=[CH:3][C:2]([O:32][C:29]2[CH:28]=[CH:27][C:26]([NH:25][C:23]([O:22][C:18]([CH3:21])([CH3:20])[CH3:19])=[O:24])=[CH:31][CH:30]=2)=[CH:7][N:6]=1)([O-:10])=[O:9], predict the reactants needed to synthesize it. The reactants are: Br[C:2]1[CH:3]=[C:4]([NH2:11])[C:5]([N+:8]([O-:10])=[O:9])=[N:6][CH:7]=1.C([O-])([O-])=O.[Cs+].[Cs+].[C:18]([O:22][C:23]([NH:25][C:26]1[CH:31]=[CH:30][C:29]([OH:32])=[CH:28][CH:27]=1)=[O:24])([CH3:21])([CH3:20])[CH3:19]. (2) Given the product [CH3:30][C:21]1[CH:20]=[C:18]([NH:19][S:9]([C:8]2[CH:13]=[CH:14][C:5]([NH:4][C:1](=[O:3])[CH3:2])=[CH:6][CH:7]=2)(=[O:11])=[O:10])[CH:17]=[C:16]([CH3:15])[C:22]=1[S:23]([CH2:26][N+:27]([O-:29])=[O:28])(=[O:25])=[O:24], predict the reactants needed to synthesize it. The reactants are: [C:1]([NH:4][C:5]1[CH:14]=[CH:13][C:8]([S:9](Cl)(=[O:11])=[O:10])=[CH:7][CH:6]=1)(=[O:3])[CH3:2].[CH3:15][C:16]1[CH:17]=[C:18]([CH:20]=[C:21]([CH3:30])[C:22]=1[S:23]([CH2:26][N+:27]([O-:29])=[O:28])(=[O:25])=[O:24])[NH2:19].C(=O)([O-])[O-].[Ca+2].O. (3) The reactants are: Br[C:2]1[CH:3]=[CH:4][CH:5]=[C:6]2[C:10]=1[N:9]([CH2:11][CH2:12][C:13]([O:15]CC)=[O:14])[CH:8]=[C:7]2[CH2:18][CH2:19][CH2:20][O:21][C:22]1[CH:27]=[C:26]([CH3:28])[C:25]([Cl:29])=[C:24]([CH3:30])[CH:23]=1.[C:31]1([CH3:40])[CH:36]=[CH:35][CH:34]=[CH:33][C:32]=1B(O)O. Given the product [Cl:29][C:25]1[C:24]([CH3:30])=[CH:23][C:22]([O:21][CH2:20][CH2:19][CH2:18][C:7]2[C:6]3[C:10](=[C:2]([C:32]4[CH:33]=[CH:34][CH:35]=[CH:36][C:31]=4[CH3:40])[CH:3]=[CH:4][CH:5]=3)[N:9]([CH2:11][CH2:12][C:13]([OH:15])=[O:14])[CH:8]=2)=[CH:27][C:26]=1[CH3:28], predict the reactants needed to synthesize it. (4) The reactants are: [F:1][C:2]1[CH:3]=[C:4]([CH:8]=[CH:9][C:10]=1[C:11]1[S:12][C:13]2[C:18]([N:19]=1)=[CH:17][CH:16]=[C:15]([C:20]1([C:23]3[CH:28]=[CH:27][CH:26]=[CH:25][CH:24]=3)[CH2:22][CH2:21]1)[N:14]=2)[C:5](O)=[O:6].[CH:29]1([NH2:32])[CH2:31][CH2:30]1. Given the product [CH:29]1([NH:32][C:5](=[O:6])[C:4]2[CH:8]=[CH:9][C:10]([C:11]3[S:12][C:13]4[C:18]([N:19]=3)=[CH:17][CH:16]=[C:15]([C:20]3([C:23]5[CH:24]=[CH:25][CH:26]=[CH:27][CH:28]=5)[CH2:21][CH2:22]3)[N:14]=4)=[C:2]([F:1])[CH:3]=2)[CH2:31][CH2:30]1, predict the reactants needed to synthesize it. (5) Given the product [C:20]([O:24][C:25]([N:27]1[CH2:28][CH2:29][CH2:30][C:31]1=[O:32])=[O:26])([CH3:23])([CH3:21])[CH3:22], predict the reactants needed to synthesize it. The reactants are: COS([O-])(=O)=O.CN(C)C=[N+](C)C.CC(C)([O-])C.[K+].[C:20]([O:24][C:25]([N:27]1[C:31](=[O:32])[CH2:30][CH2:29][C@H:28]1CC1C=CC(C2C=CC=CC=2)=CC=1)=[O:26])([CH3:23])([CH3:22])[CH3:21]. (6) Given the product [F:27][C:28]1[N:33]=[C:32]([N:14]2[C:15]3[C:10](=[CH:9][N:8]=[C:7]([C:1]4[CH:2]=[CH:3][CH:4]=[CH:5][CH:6]=4)[CH:16]=3)[CH2:11][CH2:12][CH2:13]2)[CH:31]=[CH:30][N:29]=1, predict the reactants needed to synthesize it. The reactants are: [C:1]1([C:7]2[CH:16]=[C:15]3[C:10]([CH2:11][CH2:12][CH2:13][NH:14]3)=[CH:9][N:8]=2)[CH:6]=[CH:5][CH:4]=[CH:3][CH:2]=1.C[Si]([N-][Si](C)(C)C)(C)C.[Li+].[F:27][C:28]1[N:33]=[C:32](F)[CH:31]=[CH:30][N:29]=1. (7) Given the product [Br:17][C:14]1[S:13][C:12]2=[C:3]([C:4]([O:6][CH2:7][CH3:8])=[O:5])[N:1]=[CH:2][N:16]2[CH:15]=1, predict the reactants needed to synthesize it. The reactants are: [N+:1]([CH2:3][C:4]([O:6][CH2:7][CH3:8])=[O:5])#[C-:2].[H-].[Na+].Br[C:12]1[S:13][C:14]([Br:17])=[CH:15][N:16]=1. (8) Given the product [Br:8][C:5]1[N:4]=[C:3]2[N:9]([CH2:10][C@H:11]3[CH2:16][CH2:15][CH2:14][N:13]([C:17]([O:19][C:20]([CH3:23])([CH3:22])[CH3:21])=[O:18])[CH2:12]3)[N:25]=[N:1][C:2]2=[N:7][CH:6]=1, predict the reactants needed to synthesize it. The reactants are: [NH2:1][C:2]1[C:3]([NH:9][CH2:10][C@H:11]2[CH2:16][CH2:15][CH2:14][N:13]([C:17]([O:19][C:20]([CH3:23])([CH3:22])[CH3:21])=[O:18])[CH2:12]2)=[N:4][C:5]([Br:8])=[CH:6][N:7]=1.C[N:25](C=O)C. (9) Given the product [C:16]([O:12][CH2:11][C@H:10]([CH2:9][O:8][CH2:7][C:6]1[CH:5]=[CH:4][C:3]([O:2][CH3:1])=[CH:15][CH:14]=1)[OH:13])(=[O:34])[CH2:17][CH2:18][CH2:19][CH2:20][CH2:21][CH2:22][CH2:23]/[CH:24]=[CH:25]\[CH2:26][CH2:27][CH2:28][CH2:29][CH2:30][CH2:31][CH2:32][CH3:33], predict the reactants needed to synthesize it. The reactants are: [CH3:1][O:2][C:3]1[CH:15]=[CH:14][C:6]([CH2:7][O:8][CH2:9][C@H:10]([OH:13])[CH2:11][OH:12])=[CH:5][CH:4]=1.[C:16](O)(=[O:34])[CH2:17][CH2:18][CH2:19][CH2:20][CH2:21][CH2:22][CH2:23]/[CH:24]=[CH:25]\[CH2:26][CH2:27][CH2:28][CH2:29][CH2:30][CH2:31][CH2:32][CH3:33].C1CCC(N=C=NC2CCCCC2)CC1.C(Cl)Cl.